From a dataset of Merck oncology drug combination screen with 23,052 pairs across 39 cell lines. Regression. Given two drug SMILES strings and cell line genomic features, predict the synergy score measuring deviation from expected non-interaction effect. (1) Drug 1: N#Cc1ccc(Cn2cncc2CN2CCN(c3cccc(Cl)c3)C(=O)C2)cc1. Drug 2: CCc1c2c(nc3ccc(O)cc13)-c1cc3c(c(=O)n1C2)COC(=O)C3(O)CC. Cell line: SKMEL30. Synergy scores: synergy=4.30. (2) Drug 1: C#Cc1cccc(Nc2ncnc3cc(OCCOC)c(OCCOC)cc23)c1. Drug 2: Cn1cc(-c2cnn3c(N)c(Br)c(C4CCCNC4)nc23)cn1. Cell line: OVCAR3. Synergy scores: synergy=20.5. (3) Drug 1: CCC1=CC2CN(C1)Cc1c([nH]c3ccccc13)C(C(=O)OC)(c1cc3c(cc1OC)N(C)C1C(O)(C(=O)OC)C(OC(C)=O)C4(CC)C=CCN5CCC31C54)C2. Drug 2: CS(=O)(=O)CCNCc1ccc(-c2ccc3ncnc(Nc4ccc(OCc5cccc(F)c5)c(Cl)c4)c3c2)o1. Cell line: LNCAP. Synergy scores: synergy=-0.259. (4) Drug 2: CCN(CC)CCNC(=O)c1c(C)[nH]c(C=C2C(=O)Nc3ccc(F)cc32)c1C. Drug 1: COc1cccc2c1C(=O)c1c(O)c3c(c(O)c1C2=O)CC(O)(C(=O)CO)CC3OC1CC(N)C(O)C(C)O1. Synergy scores: synergy=-8.33. Cell line: HCT116. (5) Drug 1: CCC1(O)CC2CN(CCc3c([nH]c4ccccc34)C(C(=O)OC)(c3cc4c(cc3OC)N(C)C3C(O)(C(=O)OC)C(OC(C)=O)C5(CC)C=CCN6CCC43C65)C2)C1. Drug 2: CCc1cnn2c(NCc3ccc[n+]([O-])c3)cc(N3CCCCC3CCO)nc12. Cell line: CAOV3. Synergy scores: synergy=-32.2. (6) Synergy scores: synergy=18.9. Drug 1: CN(C)C(=N)N=C(N)N. Drug 2: CCN(CC)CCNC(=O)c1c(C)[nH]c(C=C2C(=O)Nc3ccc(F)cc32)c1C. Cell line: T47D.